Dataset: Experimentally validated miRNA-target interactions with 360,000+ pairs, plus equal number of negative samples. Task: Binary Classification. Given a miRNA mature sequence and a target amino acid sequence, predict their likelihood of interaction. The miRNA is mmu-miR-365-3p with sequence UAAUGCCCCUAAAAAUCCUUAU. The protein sequence of the target gene is MKKVKKKRSEARRHRDSTSQHASSNSTSQQPSPESTPQQPSPESTPQQPSPESTPQHSSLETTSRQPAFQALPAPEIRRSSCCLLSPDANVKAAPQSRKAGPLIRAGPHSCSCATCPCSSACWRRLGLCHSRIFDVLLPRDWQMAPGRGLPNLLTFYRKSSRKPSSHRNACPPSPRNCGCGSGGSRSCLLHH. Result: 0 (no interaction).